Task: Regression/Classification. Given a drug SMILES string, predict its absorption, distribution, metabolism, or excretion properties. Task type varies by dataset: regression for continuous measurements (e.g., permeability, clearance, half-life) or binary classification for categorical outcomes (e.g., BBB penetration, CYP inhibition). For this dataset (solubility_aqsoldb), we predict Y.. Dataset: Aqueous solubility values for 9,982 compounds from the AqSolDB database (1) The molecule is OCC(Cl)(Cl)Br. The Y is -0.442 log mol/L. (2) The drug is Cc1ccc(C(=O)Nc2ccc(S(=O)(=O)[O-])cc2)cc1N.[Na+]. The Y is -0.949 log mol/L. (3) The drug is CC(C)c1ccc(S(=O)(=O)O)cc1. The Y is 0.613 log mol/L.